From a dataset of Peptide-MHC class I binding affinity with 185,985 pairs from IEDB/IMGT. Regression. Given a peptide amino acid sequence and an MHC pseudo amino acid sequence, predict their binding affinity value. This is MHC class I binding data. The peptide sequence is FSPENKAFK. The MHC is HLA-A31:01 with pseudo-sequence HLA-A31:01. The binding affinity (normalized) is 0.186.